Task: Predict the product of the given reaction.. Dataset: Forward reaction prediction with 1.9M reactions from USPTO patents (1976-2016) (1) Given the reactants [OH:1][C:2]1[CH:7]=[C:6]([CH3:8])[C:5]([C:9]2[CH:14]=[CH:13][CH:12]=[C:11]([CH2:15][O:16][C:17]3[CH:24]=[CH:23][C:20]([CH:21]=[O:22])=[CH:19][CH:18]=3)[C:10]=2[CH3:25])=[C:4]([CH3:26])[CH:3]=1.Br[CH2:28][CH2:29][CH2:30][NH:31][C:32](=[O:38])[O:33][C:34]([CH3:37])([CH3:36])[CH3:35].C(=O)([O-])[O-].[Cs+].[Cs+], predict the reaction product. The product is: [C:34]([O:33][C:32](=[O:38])[NH:31][CH2:30][CH2:29][CH2:28][O:1][C:2]1[CH:3]=[C:4]([CH3:26])[C:5]([C:9]2[CH:14]=[CH:13][CH:12]=[C:11]([CH2:15][O:16][C:17]3[CH:18]=[CH:19][C:20]([CH:21]=[O:22])=[CH:23][CH:24]=3)[C:10]=2[CH3:25])=[C:6]([CH3:8])[CH:7]=1)([CH3:37])([CH3:36])[CH3:35]. (2) Given the reactants O[CH:2]=[C:3]1[C:11]2[C:6](=[CH:7][CH:8]=[C:9]([C:12]([C:14]3[CH:19]=[CH:18][C:17]([NH:20][C:21](=[O:23])[CH3:22])=[CH:16][CH:15]=3)=[O:13])[CH:10]=2)[NH:5][C:4]1=[O:24].[NH2:25][C:26]1[CH:27]=[CH:28][C:29](OC)=[C:30]([OH:32])[CH:31]=1.[CH2:35]1COCC1, predict the reaction product. The product is: [OH:32][C:30]1[CH:31]=[C:26]([NH:25][CH:2]=[C:3]2[C:11]3[C:6](=[CH:7][CH:8]=[C:9]([C:12]([C:14]4[CH:19]=[CH:18][C:17]([NH:20][C:21](=[O:23])[CH3:22])=[CH:16][CH:15]=4)=[O:13])[CH:10]=3)[NH:5][C:4]2=[O:24])[CH:27]=[CH:28][C:29]=1[CH3:35]. (3) The product is: [CH3:24][N:25]([CH3:26])[C:21]([N:13]1[CH:14]([C:15]2[CH:20]=[CH:19][CH:18]=[CH:17][CH:16]=2)[CH:10]2[CH2:9][O:8][C:5]3[CH:6]=[CH:7][C:2]([F:1])=[CH:3][C:4]=3[C:11]2=[N:12]1)=[O:22]. Given the reactants [F:1][C:2]1[CH:7]=[CH:6][C:5]2[O:8][CH2:9][CH:10]3[CH:14]([C:15]4[CH:20]=[CH:19][CH:18]=[CH:17][CH:16]=4)[N:13]([C:21](Cl)=[O:22])[N:12]=[C:11]3[C:4]=2[CH:3]=1.[CH3:24][NH:25][CH3:26].C(OCC)(=O)C.Cl, predict the reaction product. (4) Given the reactants [Cl:1][C:2]1[CH:7]=[CH:6][C:5]([C:8]2([NH:11][C:12]3[N:17]=[C:16]([O:18][CH2:19][C:20]([F:23])([F:22])[F:21])[N:15]=[C:14]([NH:24][C:25]4[CH:49]=[CH:48][C:28]([C:29]([NH:31][C@@H:32]([CH2:37][NH:38][C:39]5[C:42](=[O:43])[C:41](=[O:44])[C:40]=5[O:45][CH2:46][CH3:47])[C:33]([O:35]C)=[O:34])=[O:30])=[CH:27][CH:26]=4)[N:13]=3)[CH2:10][CH2:9]2)=[CH:4][CH:3]=1.C([O-])([O-])=O.[K+].[K+], predict the reaction product. The product is: [Cl:1][C:2]1[CH:7]=[CH:6][C:5]([C:8]2([NH:11][C:12]3[N:17]=[C:16]([O:18][CH2:19][C:20]([F:22])([F:23])[F:21])[N:15]=[C:14]([NH:24][C:25]4[CH:26]=[CH:27][C:28]([C:29]([NH:31][C@@H:32]([CH2:37][NH:38][C:39]5[C:42](=[O:43])[C:41](=[O:44])[C:40]=5[O:45][CH2:46][CH3:47])[C:33]([OH:35])=[O:34])=[O:30])=[CH:48][CH:49]=4)[N:13]=3)[CH2:10][CH2:9]2)=[CH:4][CH:3]=1. (5) Given the reactants C([O:4][C:5]1[CH:45]=[CH:44][C:8]([CH2:9][O:10][CH:11]2[CH:16]([C:17]3[CH:22]=[CH:21][C:20]([O:23][CH2:24][CH2:25][CH2:26][O:27][CH2:28][C:29]4[CH:34]=[CH:33][CH:32]=[CH:31][C:30]=4[O:35][CH3:36])=[CH:19][CH:18]=3)[CH2:15][CH2:14][N:13]([C:37]([O:39][C:40]([CH3:43])([CH3:42])[CH3:41])=[O:38])[CH2:12]2)=[CH:7][C:6]=1[N+:46]([O-])=O)C=C.[BH4-].[Li+].C(=O)([O-])O.[Na+], predict the reaction product. The product is: [NH2:46][C:6]1[CH:7]=[C:8]([CH:44]=[CH:45][C:5]=1[OH:4])[CH2:9][O:10][CH:11]1[CH:16]([C:17]2[CH:22]=[CH:21][C:20]([O:23][CH2:24][CH2:25][CH2:26][O:27][CH2:28][C:29]3[CH:34]=[CH:33][CH:32]=[CH:31][C:30]=3[O:35][CH3:36])=[CH:19][CH:18]=2)[CH2:15][CH2:14][N:13]([C:37]([O:39][C:40]([CH3:43])([CH3:41])[CH3:42])=[O:38])[CH2:12]1. (6) Given the reactants [N:1]([C:4]1[S:8][C:7]2[CH2:9][CH:10]([CH3:13])[CH2:11][CH2:12][C:6]=2[C:5]=1[C:14]([O:16]C)=O)=[C:2]=[S:3].[CH3:18][C:19]1[N:23]([CH2:24][CH2:25][CH2:26][NH2:27])[CH:22]=[N:21][CH:20]=1, predict the reaction product. The product is: [CH3:13][CH:10]1[CH2:11][CH2:12][C:6]2[C:5]3[C:14](=[O:16])[N:27]([CH2:26][CH2:25][CH2:24][N:23]4[C:19]([CH3:18])=[CH:20][N:21]=[CH:22]4)[C:2](=[S:3])[NH:1][C:4]=3[S:8][C:7]=2[CH2:9]1. (7) Given the reactants [CH2:1]([C@@:5]1([CH2:28][CH3:29])[NH:11][C@@H:10]([C:12]2[CH:17]=[CH:16][CH:15]=[CH:14][CH:13]=2)[C:9]2[CH:18]=[C:19]([O:24][CH3:25])[C:20]([CH:22]=O)=[CH:21][C:8]=2[S:7](=[O:27])(=[O:26])[CH2:6]1)[CH2:2][CH2:3][CH3:4].[NH2:30][CH:31]([CH2:37][C:38]([O:40][CH3:41])=[O:39])[CH2:32][C:33]([O:35][CH3:36])=[O:34].C(O)(=O)C, predict the reaction product. The product is: [CH2:1]([C@@:5]1([CH2:28][CH3:29])[NH:11][C@@H:10]([C:12]2[CH:17]=[CH:16][CH:15]=[CH:14][CH:13]=2)[C:9]2[CH:18]=[C:19]([O:24][CH3:25])[C:20]([CH2:22][NH:30][CH:31]([CH2:32][C:33]([O:35][CH3:36])=[O:34])[CH2:37][C:38]([O:40][CH3:41])=[O:39])=[CH:21][C:8]=2[S:7](=[O:26])(=[O:27])[CH2:6]1)[CH2:2][CH2:3][CH3:4].